This data is from Forward reaction prediction with 1.9M reactions from USPTO patents (1976-2016). The task is: Predict the product of the given reaction. (1) Given the reactants C[O:2][C:3]1[CH:20]=[CH:19][C:6]2[C:7](=[O:18])[C:8]3[O:9][C:10]4[CH:11]=[CH:12][CH:13]=[CH:14][C:15]=4[C:16]=3[O:17][C:5]=2[CH:4]=1.N1C(=O)CC[C@H]1C(O)=O.Cl, predict the reaction product. The product is: [OH:2][C:3]1[CH:20]=[CH:19][C:6]2[C:7](=[O:18])[C:8]3[O:9][C:10]4[CH:11]=[CH:12][CH:13]=[CH:14][C:15]=4[C:16]=3[O:17][C:5]=2[CH:4]=1. (2) Given the reactants [OH:1]/[N:2]=[C:3](\[NH:5][C:6](=O)[C:7]1[CH:12]=[CH:11][CH:10]=[CH:9][C:8]=1[NH:13][C:14]1[N:18]([C:19]2[CH:24]=[CH:23][CH:22]=[CH:21][CH:20]=2)[N:17]=[C:16]([CH3:25])[CH:15]=1)/[CH3:4].[OH-].[CH3:28][O:29]C(NS([N+](CC)(CC)CC)(=O)=O)=O, predict the reaction product. The product is: [CH3:28][O:29][C:11]1[CH:10]=[CH:9][C:8]([NH:13][C:14]2[N:18]([C:19]3[CH:24]=[CH:23][CH:22]=[CH:21][CH:20]=3)[N:17]=[C:16]([CH3:25])[CH:15]=2)=[C:7]([C:6]2[O:1][N:2]=[C:3]([CH3:4])[N:5]=2)[CH:12]=1. (3) The product is: [CH2:1]([N:3]1[C:7]([CH2:8][S:21][C:19]2[N:18]=[C:17]([OH:22])[CH:16]=[C:15]([CH3:14])[N:20]=2)=[CH:6][N:5]=[CH:4]1)[CH3:2]. Given the reactants [CH2:1]([N:3]1[C:7]([CH2:8]O)=[CH:6][N:5]=[CH:4]1)[CH3:2].BrP(Br)Br.[CH3:14][C:15]1[N:20]=[C:19]([SH:21])[N:18]=[C:17]([OH:22])[CH:16]=1.C(N(CC)CC)C, predict the reaction product. (4) Given the reactants [CH3:1][C:2]1[CH:3]=[C:4]([C:12](=O)[CH2:13][C:14](=O)[C:15]([F:18])([F:17])[F:16])[CH:5]=[CH:6][C:7]=1[C:8]([F:11])([F:10])[F:9].[NH2:21][C:22]1[N:23]=[CH:24][NH:25][C:26]=1[C:27]#[N:28], predict the reaction product. The product is: [CH3:1][C:2]1[CH:3]=[C:4]([C:12]2[CH:13]=[C:14]([C:15]([F:18])([F:17])[F:16])[N:23]3[CH:24]=[N:25][C:26]([C:27]#[N:28])=[C:22]3[N:21]=2)[CH:5]=[CH:6][C:7]=1[C:8]([F:11])([F:10])[F:9]. (5) Given the reactants [CH3:1][C:2]1[C:7]2[C:8]([O:10][C:11]3[C:12]([CH3:23])=[C:13]([O:21][CH3:22])[CH:14]=C(C(O)=O)C=3[O:17][C:6]=2[C:5]([CH:24]=[O:25])=[C:4]([OH:26])[CH:3]=1)=[O:9].CCN=C=N[CH2:32][CH2:33][CH2:34][N:35]([CH3:37])[CH3:36].C1C=CC2N([OH:47])N=NC=2C=1.Cl.CNC.C(N(CC)CC)C, predict the reaction product. The product is: [CH3:37][N:35]([CH3:36])[C:34]([C:33]1[C:32]2[O:17][C:6]3[C:5]([CH:24]=[O:25])=[C:4]([OH:26])[CH:3]=[C:2]([CH3:1])[C:7]=3[C:8](=[O:9])[O:10][C:11]=2[C:12]([CH3:23])=[C:13]([O:21][CH3:22])[CH:14]=1)=[O:47]. (6) Given the reactants [CH3:1][O:2][C:3]1[CH:12]=[CH:11][C:10]2[C:5](=[CH:6][CH:7]=[C:8]([C:13]3[CH:18]=[CH:17][CH:16]=[C:15]([O:19][CH3:20])[CH:14]=3)[CH:9]=2)[C:4]=1[C:21]([OH:23])=O.[CH3:24][NH2:25], predict the reaction product. The product is: [CH3:1][O:2][C:3]1[CH:12]=[CH:11][C:10]2[C:5](=[CH:6][CH:7]=[C:8]([C:13]3[CH:18]=[CH:17][CH:16]=[C:15]([O:19][CH3:20])[CH:14]=3)[CH:9]=2)[C:4]=1[C:21]([NH:25][CH3:24])=[O:23].